Task: Predict the reactants needed to synthesize the given product.. Dataset: Full USPTO retrosynthesis dataset with 1.9M reactions from patents (1976-2016) (1) Given the product [CH3:22][CH:23]1[O:30][C:28](=[O:29])[CH:27]([CH3:31])[O:26][C:24]1=[O:25].[CH2:3]1[CH2:2][CH2:1][O:10][C:8](=[O:9])[CH2:5][CH2:4]1, predict the reactants needed to synthesize it. The reactants are: [CH3:1][CH2:2][CH2:3][CH2:4][CH:5]([C:8]([O-:10])=[O:9])CC.[CH3:1][CH2:2][CH2:3][CH2:4][CH:5]([C:8]([O-:10])=[O:9])CC.[Sn+2].[CH3:22][C@@H:23]1[O:30][C:28](=[O:29])[C@H:27]([CH3:31])[O:26][C:24]1=[O:25].C1(=O)OCCCCC1. (2) Given the product [NH2:1][C:2]1[N:7]=[C:6]([C:8]2[O:9][C:10]([CH2:13][OH:19])=[CH:11][CH:12]=2)[C:5]([C:15]#[N:16])=[C:4]([S:17][CH3:18])[N:3]=1, predict the reactants needed to synthesize it. The reactants are: [NH2:1][C:2]1[N:7]=[C:6]([C:8]2[O:9][C:10]([CH2:13]Br)=[CH:11][CH:12]=2)[C:5]([C:15]#[N:16])=[C:4]([S:17][CH3:18])[N:3]=1.[OH2:19].